From a dataset of Peptide-MHC class II binding affinity with 134,281 pairs from IEDB. Regression. Given a peptide amino acid sequence and an MHC pseudo amino acid sequence, predict their binding affinity value. This is MHC class II binding data. (1) The peptide sequence is DVNASFRAAMATTAN. The MHC is HLA-DPA10103-DPB10201 with pseudo-sequence HLA-DPA10103-DPB10201. The binding affinity (normalized) is 0.0899. (2) The peptide sequence is SGMAEATSLDTMTQM. The MHC is DRB3_0101 with pseudo-sequence DRB3_0101. The binding affinity (normalized) is 0.477. (3) The peptide sequence is SKTSASIGSLCADARMYGVL. The MHC is H-2-IAd with pseudo-sequence H-2-IAd. The binding affinity (normalized) is 0.595. (4) The peptide sequence is EVKSSKPLVGPFNFR. The MHC is DRB3_0202 with pseudo-sequence DRB3_0202. The binding affinity (normalized) is 0.189. (5) The peptide sequence is LMTSPKWVQMCSRTL. The MHC is DRB1_0401 with pseudo-sequence DRB1_0401. The binding affinity (normalized) is 0.626. (6) The peptide sequence is GELQIVDKIDAAQKI. The MHC is DRB1_1501 with pseudo-sequence DRB1_1501. The binding affinity (normalized) is 0.563. (7) The peptide sequence is CHDGMGWLTIGISGP. The MHC is DRB1_0901 with pseudo-sequence DRB1_0901. The binding affinity (normalized) is 0.0711.